This data is from Peptide-MHC class II binding affinity with 134,281 pairs from IEDB. The task is: Regression. Given a peptide amino acid sequence and an MHC pseudo amino acid sequence, predict their binding affinity value. This is MHC class II binding data. (1) The peptide sequence is RGIEYIQHNGVVQES. The MHC is HLA-DQA10104-DQB10503 with pseudo-sequence HLA-DQA10104-DQB10503. The binding affinity (normalized) is 0.130. (2) The peptide sequence is IITPTNVSHIQSAVV. The MHC is HLA-DPA10201-DPB11401 with pseudo-sequence HLA-DPA10201-DPB11401. The binding affinity (normalized) is 0.304. (3) The peptide sequence is EKKYNAATQFEPLAA. The MHC is HLA-DQA10401-DQB10402 with pseudo-sequence HLA-DQA10401-DQB10402. The binding affinity (normalized) is 0.454. (4) The binding affinity (normalized) is 0.317. The MHC is HLA-DPA10103-DPB10401 with pseudo-sequence HLA-DPA10103-DPB10401. The peptide sequence is KVSDDITYVATATLP. (5) The peptide sequence is GSNLLSICKTAEFQMTFHLF. The MHC is DRB5_0101 with pseudo-sequence DRB5_0101. The binding affinity (normalized) is 0.285. (6) The peptide sequence is FLHYIFMENAFELPT. The MHC is HLA-DPA10103-DPB10301 with pseudo-sequence HLA-DPA10103-DPB10301. The binding affinity (normalized) is 0.340.